Dataset: NCI-60 drug combinations with 297,098 pairs across 59 cell lines. Task: Regression. Given two drug SMILES strings and cell line genomic features, predict the synergy score measuring deviation from expected non-interaction effect. (1) Drug 1: CN1CCC(CC1)COC2=C(C=C3C(=C2)N=CN=C3NC4=C(C=C(C=C4)Br)F)OC. Drug 2: CN(C)C1=NC(=NC(=N1)N(C)C)N(C)C. Cell line: SR. Synergy scores: CSS=8.39, Synergy_ZIP=-2.12, Synergy_Bliss=-3.32, Synergy_Loewe=-3.29, Synergy_HSA=-3.19. (2) Drug 1: C1=CC(=CC=C1CCC2=CNC3=C2C(=O)NC(=N3)N)C(=O)NC(CCC(=O)O)C(=O)O. Drug 2: CC1=C(C=C(C=C1)NC(=O)C2=CC=C(C=C2)CN3CCN(CC3)C)NC4=NC=CC(=N4)C5=CN=CC=C5. Cell line: PC-3. Synergy scores: CSS=36.8, Synergy_ZIP=7.41, Synergy_Bliss=2.03, Synergy_Loewe=-17.6, Synergy_HSA=1.31. (3) Drug 1: CN1CCC(CC1)COC2=C(C=C3C(=C2)N=CN=C3NC4=C(C=C(C=C4)Br)F)OC. Drug 2: CCN(CC)CCCC(C)NC1=C2C=C(C=CC2=NC3=C1C=CC(=C3)Cl)OC. Cell line: U251. Synergy scores: CSS=10.5, Synergy_ZIP=-7.26, Synergy_Bliss=-7.24, Synergy_Loewe=-8.68, Synergy_HSA=-7.35. (4) Drug 1: CC1=CC2C(CCC3(C2CCC3(C(=O)C)OC(=O)C)C)C4(C1=CC(=O)CC4)C. Drug 2: CC1CCC2CC(C(=CC=CC=CC(CC(C(=O)C(C(C(=CC(C(=O)CC(OC(=O)C3CCCCN3C(=O)C(=O)C1(O2)O)C(C)CC4CCC(C(C4)OC)OCCO)C)C)O)OC)C)C)C)OC. Cell line: HOP-62. Synergy scores: CSS=12.8, Synergy_ZIP=-2.82, Synergy_Bliss=-4.25, Synergy_Loewe=-21.0, Synergy_HSA=-9.03. (5) Drug 1: CNC(=O)C1=NC=CC(=C1)OC2=CC=C(C=C2)NC(=O)NC3=CC(=C(C=C3)Cl)C(F)(F)F. Drug 2: C1CN(P(=O)(OC1)NCCCl)CCCl. Cell line: CAKI-1. Synergy scores: CSS=-12.5, Synergy_ZIP=8.23, Synergy_Bliss=1.15, Synergy_Loewe=-13.3, Synergy_HSA=-13.3. (6) Drug 1: CN(C)N=NC1=C(NC=N1)C(=O)N. Drug 2: CN(CCCl)CCCl.Cl. Cell line: SN12C. Synergy scores: CSS=-0.231, Synergy_ZIP=-6.68, Synergy_Bliss=-9.37, Synergy_Loewe=-24.7, Synergy_HSA=-10.1. (7) Drug 1: C1=CC=C(C=C1)NC(=O)CCCCCCC(=O)NO. Drug 2: C1CN1C2=NC(=NC(=N2)N3CC3)N4CC4. Cell line: K-562. Synergy scores: CSS=51.4, Synergy_ZIP=7.33, Synergy_Bliss=7.35, Synergy_Loewe=7.93, Synergy_HSA=10.5. (8) Drug 1: CCC1=CC2CC(C3=C(CN(C2)C1)C4=CC=CC=C4N3)(C5=C(C=C6C(=C5)C78CCN9C7C(C=CC9)(C(C(C8N6C)(C(=O)OC)O)OC(=O)C)CC)OC)C(=O)OC.C(C(C(=O)O)O)(C(=O)O)O. Drug 2: COCCOC1=C(C=C2C(=C1)C(=NC=N2)NC3=CC=CC(=C3)C#C)OCCOC.Cl. Cell line: HCC-2998. Synergy scores: CSS=59.1, Synergy_ZIP=2.45, Synergy_Bliss=1.50, Synergy_Loewe=-29.4, Synergy_HSA=-0.850. (9) Drug 1: COC1=C(C=C2C(=C1)N=CN=C2NC3=CC(=C(C=C3)F)Cl)OCCCN4CCOCC4. Drug 2: C1=CN(C=N1)CC(O)(P(=O)(O)O)P(=O)(O)O. Cell line: MDA-MB-435. Synergy scores: CSS=11.6, Synergy_ZIP=0.951, Synergy_Bliss=1.78, Synergy_Loewe=-0.740, Synergy_HSA=-0.0467.